Dataset: Peptide-MHC class I binding affinity with 185,985 pairs from IEDB/IMGT. Task: Regression. Given a peptide amino acid sequence and an MHC pseudo amino acid sequence, predict their binding affinity value. This is MHC class I binding data. The peptide sequence is RRRIGEIFK. The MHC is HLA-B15:01 with pseudo-sequence HLA-B15:01. The binding affinity (normalized) is 0.0847.